This data is from Full USPTO retrosynthesis dataset with 1.9M reactions from patents (1976-2016). The task is: Predict the reactants needed to synthesize the given product. (1) Given the product [OH:16][C@H:4]([C@@H:3]([NH:2][C:40](=[O:60])[O:41][C@H:42]([CH2:47][O:48][C:49]1[CH:54]=[CH:53][C:52]([N:55]2[CH:59]=[CH:58][N:57]=[CH:56]2)=[CH:51][CH:50]=1)[C:43]([CH3:45])([CH3:46])[CH3:44])[CH2:17][CH2:18][CH2:19][CH3:20])[CH2:5][NH:6][S:7]([C:10]1[CH:15]=[CH:14][CH:13]=[CH:12][N:11]=1)(=[O:9])=[O:8], predict the reactants needed to synthesize it. The reactants are: Cl.[NH2:2][C@@H:3]([CH2:17][CH2:18][CH2:19][CH3:20])[C@@H:4]([OH:16])[CH2:5][NH:6][S:7]([C:10]1[CH:15]=[CH:14][CH:13]=[CH:12][N:11]=1)(=[O:9])=[O:8].N[C@@H](CCCC)[C@H](O)CNS(C1C=CC=CN=1)(=O)=O.[C:40](=O)([O:60]C1C=CC([N+]([O-])=O)=CC=1)[O:41][C@H:42]([CH2:47][O:48][C:49]1[CH:54]=[CH:53][C:52]([N:55]2[CH:59]=[CH:58][N:57]=[CH:56]2)=[CH:51][CH:50]=1)[C:43]([CH3:46])([CH3:45])[CH3:44].C(N(CC)C(C)C)(C)C. (2) Given the product [C:1]([O:5][C:6]([N:8]1[CH2:13][CH2:12][N:11]([C:14]([C:16]2[N:17]=[C:18]([CH3:28])[S:19][C:20]=2[C:21]2[CH:26]=[CH:25][C:24]([F:27])=[CH:23][CH:22]=2)=[O:15])[CH:10]([CH2:29][C:30]2[NH:47][CH:10]=[C:9]([C:43]3[CH:44]=[CH:25][C:24]([F:27])=[CH:23][CH:22]=3)[N:8]=2)[CH2:9]1)=[O:7])([CH3:3])([CH3:2])[CH3:4], predict the reactants needed to synthesize it. The reactants are: [C:1]([O:5][C:6]([N:8]1[CH2:13][CH2:12][N:11]([C:14]([C:16]2[N:17]=[C:18]([CH3:28])[S:19][C:20]=2[C:21]2[CH:26]=[CH:25][C:24]([F:27])=[CH:23][CH:22]=2)=[O:15])[CH:10]([CH2:29][C:30](OCC(C2C=CC(F)=CC=2)=O)=O)[CH2:9]1)=[O:7])([CH3:4])([CH3:3])[CH3:2].[C:43]([O-])(=O)[CH3:44].[NH4+:47]. (3) The reactants are: [C:1]1([C:7]2[CH:8]=[C:9]3[NH:16][CH:15]=[N:14][N:10]3[C:11](=O)[CH:12]=2)[CH:6]=[CH:5][CH:4]=[CH:3][CH:2]=1.C(N(C(C)C)CC)(C)C.O=P(Cl)(Cl)[Cl:28]. Given the product [Cl:28][C:11]1[N:10]2[N:14]=[CH:15][N:16]=[C:9]2[CH:8]=[C:7]([C:1]2[CH:6]=[CH:5][CH:4]=[CH:3][CH:2]=2)[CH:12]=1, predict the reactants needed to synthesize it.